Dataset: Peptide-MHC class I binding affinity with 185,985 pairs from IEDB/IMGT. Task: Regression. Given a peptide amino acid sequence and an MHC pseudo amino acid sequence, predict their binding affinity value. This is MHC class I binding data. (1) The peptide sequence is GLMWLSYFV. The MHC is HLA-A68:01 with pseudo-sequence HLA-A68:01. The binding affinity (normalized) is 0.0161. (2) The peptide sequence is DINAQQFANV. The MHC is HLA-A02:06 with pseudo-sequence HLA-A02:06. The binding affinity (normalized) is 0.333. (3) The binding affinity (normalized) is 0.0847. The peptide sequence is FMGRLGPEY. The MHC is HLA-B27:05 with pseudo-sequence HLA-B27:05.